This data is from NCI-60 drug combinations with 297,098 pairs across 59 cell lines. The task is: Regression. Given two drug SMILES strings and cell line genomic features, predict the synergy score measuring deviation from expected non-interaction effect. (1) Cell line: TK-10. Drug 2: C(CN)CNCCSP(=O)(O)O. Drug 1: CC1=C2C(C(=O)C3(C(CC4C(C3C(C(C2(C)C)(CC1OC(=O)C(C(C5=CC=CC=C5)NC(=O)C6=CC=CC=C6)O)O)OC(=O)C7=CC=CC=C7)(CO4)OC(=O)C)O)C)OC(=O)C. Synergy scores: CSS=42.4, Synergy_ZIP=8.71, Synergy_Bliss=7.74, Synergy_Loewe=-72.1, Synergy_HSA=6.00. (2) Drug 1: C1=CC(=CC=C1CCCC(=O)O)N(CCCl)CCCl. Drug 2: C1=NC2=C(N=C(N=C2N1C3C(C(C(O3)CO)O)F)Cl)N. Cell line: COLO 205. Synergy scores: CSS=35.9, Synergy_ZIP=-13.8, Synergy_Bliss=-17.4, Synergy_Loewe=-15.6, Synergy_HSA=-12.4.